This data is from Forward reaction prediction with 1.9M reactions from USPTO patents (1976-2016). The task is: Predict the product of the given reaction. (1) Given the reactants F[C:2]1[N:6]([CH3:7])[N:5]=[C:4]([C:8]([F:14])([F:13])[C:9]([F:12])([F:11])[F:10])[C:3]=1[C:15]([F:18])([F:17])[F:16].[I:19][C:20]1[N:21]=[CH:22][NH:23][CH:24]=1.C(=O)([O-])[O-].[K+].[K+], predict the reaction product. The product is: [I:19][C:20]1[N:21]=[CH:22][N:23]([C:2]2[N:6]([CH3:7])[N:5]=[C:4]([C:8]([F:14])([F:13])[C:9]([F:12])([F:11])[F:10])[C:3]=2[C:15]([F:18])([F:17])[F:16])[CH:24]=1. (2) Given the reactants [S:1]1[C:5]2[CH2:6][CH2:7][CH2:8][CH2:9][C:4]=2[C:3]([C:10](O)=[O:11])=[CH:2]1.[H-].[Al+3].[Li+].[H-].[H-].[H-], predict the reaction product. The product is: [S:1]1[C:5]2[CH2:6][CH2:7][CH2:8][CH2:9][C:4]=2[C:3]([CH2:10][OH:11])=[CH:2]1. (3) Given the reactants [Br:1][C:2]1[C:7]([O:8][CH3:9])=[CH:6][C:5]([C:10]2[O:11][CH:12]=[CH:13][CH:14]=2)=[CH:4][C:3]=1[O:15][CH3:16].CON(C)[C:20](=[O:36])[CH:21]([O:34][CH3:35])[C:22]1[CH:23]=[N:24][C:25]([N:28]2[CH2:33][CH2:32][O:31][CH2:30][CH2:29]2)=[CH:26][CH:27]=1, predict the reaction product. The product is: [Br:1][C:2]1[C:7]([O:8][CH3:9])=[CH:6][C:5]([C:10]2[O:11][C:12]([C:20](=[O:36])[CH:21]([O:34][CH3:35])[C:22]3[CH:23]=[N:24][C:25]([N:28]4[CH2:29][CH2:30][O:31][CH2:32][CH2:33]4)=[CH:26][CH:27]=3)=[CH:13][CH:14]=2)=[CH:4][C:3]=1[O:15][CH3:16]. (4) Given the reactants [N+:1]([C:4]1[CH:9]=[CH:8][C:7]([C:10]2[CH2:11][CH2:12][N:13]([CH2:16][CH2:17][OH:18])[CH2:14][CH:15]=2)=[CH:6][C:5]=1[O:19][CH:20]([CH3:22])[CH3:21])([O-])=O.C([O-])=O.[NH4+], predict the reaction product. The product is: [NH2:1][C:4]1[CH:9]=[CH:8][C:7]([CH:10]2[CH2:11][CH2:12][N:13]([CH2:16][CH2:17][OH:18])[CH2:14][CH2:15]2)=[CH:6][C:5]=1[O:19][CH:20]([CH3:22])[CH3:21]. (5) Given the reactants [CH:1]1([C:7]2[C:15]3[C:10](=[CH:11][C:12]([C:16]#[N:17])=[CH:13][CH:14]=3)[N:9]([CH2:18][C:19]([N:21]3[CH2:26][CH2:25][O:24][CH2:23][CH2:22]3)=[O:20])[C:8]=2[C:27]2[CH:28]=[C:29]3[C:34](=[CH:35][CH:36]=2)[N:33]=[C:32]([C:37]2[S:41][C:40]([CH3:42])=[N:39][C:38]=2[CH3:43])[CH:31]=[CH:30]3)[CH2:6][CH2:5][CH2:4][CH2:3][CH2:2]1.C[Sn]([N:48]=[N+:49]=[N-:50])(C)C, predict the reaction product. The product is: [CH:1]1([C:7]2[C:15]3[C:10](=[CH:11][C:12]([C:16]4[NH:50][N:49]=[N:48][N:17]=4)=[CH:13][CH:14]=3)[N:9]([CH2:18][C:19]([N:21]3[CH2:22][CH2:23][O:24][CH2:25][CH2:26]3)=[O:20])[C:8]=2[C:27]2[CH:28]=[C:29]3[C:34](=[CH:35][CH:36]=2)[N:33]=[C:32]([C:37]2[S:41][C:40]([CH3:42])=[N:39][C:38]=2[CH3:43])[CH:31]=[CH:30]3)[CH2:6][CH2:5][CH2:4][CH2:3][CH2:2]1. (6) Given the reactants [OH-].[NH4+:2].Cl.[NH2:4][C:5]1([CH2:10][C:11]([O:13]C)=O)[CH2:9][CH2:8][O:7][CH2:6]1, predict the reaction product. The product is: [NH2:4][C:5]1([CH2:10][C:11]([NH2:2])=[O:13])[CH2:9][CH2:8][O:7][CH2:6]1. (7) Given the reactants [CH:1]1([CH2:7][N:8]2[C:12]3[CH:13]=[CH:14][C:15]([NH:17][S:18]([C:21]4[CH:26]=[CH:25][CH:24]=[CH:23][CH:22]=4)(=[O:20])=[O:19])=[CH:16][C:11]=3[N:10]=[C:9]2[CH2:27][CH3:28])[CH2:6][CH2:5][CH2:4][CH2:3][CH2:2]1.[H-].[Na+].IC.[C:33](O)(C(F)(F)F)=O, predict the reaction product. The product is: [CH:1]1([CH2:7][N:8]2[C:12]3[CH:13]=[CH:14][C:15]([N:17]([CH3:33])[S:18]([C:21]4[CH:26]=[CH:25][CH:24]=[CH:23][CH:22]=4)(=[O:20])=[O:19])=[CH:16][C:11]=3[N:10]=[C:9]2[CH2:27][CH3:28])[CH2:2][CH2:3][CH2:4][CH2:5][CH2:6]1.